From a dataset of Forward reaction prediction with 1.9M reactions from USPTO patents (1976-2016). Predict the product of the given reaction. (1) Given the reactants [C:1]1(C)[C:2]([S:7](Cl)(=[O:9])=[O:8])=[CH:3][CH:4]=[CH:5][CH:6]=1.[F:12][CH2:13][CH2:14][OH:15].[CH2:16](N(CC)CC)C, predict the reaction product. The product is: [CH3:16][C:5]1[CH:6]=[CH:1][C:2]([S:7]([O:15][CH2:14][CH2:13][F:12])(=[O:8])=[O:9])=[CH:3][CH:4]=1. (2) Given the reactants Cl[CH2:2][CH:3]1[CH2:5][O:4]1.C(=O)([O-])[O-:7].[K+].[K+].[CH2:12]([C:14](C)=[O:15])[CH3:13].C(#N)C.[CH3:20][C:21]([CH3:23])=[O:22], predict the reaction product. The product is: [O:4]1[C:5]2[C:3]1([CH2:20][CH:21]1[O:22][CH2:23]1)[CH:2]([CH:13]=[CH:12][C:14]=2[OH:15])[OH:7]. (3) Given the reactants [NH2:1][C:2]1[C:3]([Cl:10])=[N:4][C:5]([CH3:9])=[N:6][C:7]=1Cl.Cl.[NH2:12][CH:13]1[CH2:18][CH2:17][O:16][CH2:15][CH2:14]1.C(N(C(C)C)CC)(C)C, predict the reaction product. The product is: [Cl:10][C:3]1[N:4]=[C:5]([CH3:9])[N:6]=[C:7]([NH:12][CH:13]2[CH2:18][CH2:17][O:16][CH2:15][CH2:14]2)[C:2]=1[NH2:1]. (4) The product is: [CH2:49]([N:51]([CH2:52][C:53]([NH:55][CH2:56][CH2:57][F:58])=[O:54])[C:21]([C:6]1[CH:7]=[C:8]2[C:3](=[CH:4][CH:5]=1)[N:2]([CH3:1])[C:14]1[CH2:13][CH2:12][CH:11]([CH:15]3[CH2:20][CH2:19][O:18][CH2:17][CH2:16]3)[CH2:10][C:9]2=1)=[O:23])[CH3:50]. Given the reactants [CH3:1][N:2]1[C:14]2[CH2:13][CH2:12][CH:11]([CH:15]3[CH2:20][CH2:19][O:18][CH2:17][CH2:16]3)[CH2:10][C:9]=2[C:8]2[C:3]1=[CH:4][CH:5]=[C:6]([C:21]([OH:23])=O)[CH:7]=2.CN(C(ON1N=NC2C=CC=NC1=2)=[N+](C)C)C.F[P-](F)(F)(F)(F)F.Cl.[CH2:49]([NH:51][CH2:52][C:53]([NH:55][CH2:56][CH2:57][F:58])=[O:54])[CH3:50].C(N(CC)C(C)C)(C)C, predict the reaction product. (5) Given the reactants ClC1C(F)=C(C=C(C(F)(F)F)C=1)CN1CCC(COC2C(C3CC3)=CC(C(O)=O)=C(F)C=2)(F)CC1.[Br:36][C:37]1[C:42]([Cl:43])=[CH:41][C:40]([S:44]([N:47]2[CH2:52][CH2:51][CH:50]([CH2:53][O:54][C:55]3[C:63]([CH:64]4[CH2:66][CH2:65]4)=[CH:62][C:58]([C:59]([OH:61])=O)=[C:57]([F:67])[CH:56]=3)[CH2:49][CH2:48]2)(=[O:46])=[O:45])=[C:39]([F:68])[CH:38]=1.CS(N)(=O)=O.[CH:74]1([S:77]([NH2:80])(=[O:79])=[O:78])[CH2:76][CH2:75]1, predict the reaction product. The product is: [Br:36][C:37]1[C:42]([Cl:43])=[CH:41][C:40]([S:44]([N:47]2[CH2:52][CH2:51][CH:50]([CH2:53][O:54][C:55]3[C:63]([CH:64]4[CH2:66][CH2:65]4)=[CH:62][C:58]([C:59]([NH:80][S:77]([CH:74]4[CH2:76][CH2:75]4)(=[O:79])=[O:78])=[O:61])=[C:57]([F:67])[CH:56]=3)[CH2:49][CH2:48]2)(=[O:45])=[O:46])=[C:39]([F:68])[CH:38]=1. (6) The product is: [CH3:1][C:2]1[C:10]([CH:11]=[O:15])=[CH:9][CH:8]=[C:7]2[C:3]=1[CH:4]=[CH:5][NH:6]2. Given the reactants [CH3:1][C:2]1[C:10]([C:11]#N)=[CH:9][CH:8]=[C:7]2[C:3]=1[CH:4]=[CH:5][NH:6]2.O.[PH2]([O-])=[O:15].[Na+], predict the reaction product. (7) Given the reactants [C:1]([O:5][C:6]([N:8]1[CH2:13][CH2:12][CH:11]([O:14][C:15]2[C:24]3[C:19](=[CH:20][CH:21]=[C:22]([CH:25]=O)[CH:23]=3)[N:18]=[CH:17][C:16]=2[C:27]#[N:28])[CH2:10][CH2:9]1)=[O:7])([CH3:4])([CH3:3])[CH3:2].[CH:29]1([NH:32][C:33]2[S:34][CH2:35][C:36](=[O:38])[N:37]=2)[CH2:31][CH2:30]1.C([O-])(=O)C.[Na+], predict the reaction product. The product is: [C:1]([O:5][C:6]([N:8]1[CH2:9][CH2:10][CH:11]([O:14][C:15]2[C:24]3[C:19](=[CH:20][CH:21]=[C:22](/[CH:25]=[C:35]4/[C:36](=[O:38])[N:37]=[C:33]([NH:32][CH:29]5[CH2:31][CH2:30]5)[S:34]/4)[CH:23]=3)[N:18]=[CH:17][C:16]=2[C:27]#[N:28])[CH2:12][CH2:13]1)=[O:7])([CH3:4])([CH3:2])[CH3:3].